From a dataset of Forward reaction prediction with 1.9M reactions from USPTO patents (1976-2016). Predict the product of the given reaction. (1) Given the reactants Cl[CH2:2][C:3]1[CH:28]=[CH:27][C:6]([O:7][CH2:8][C:9]2[N:10]=[C:11]([C:15]3[CH:20]=[CH:19][C:18]([CH2:21][C:22]([O:24][CH2:25][CH3:26])=[O:23])=[CH:17][CH:16]=3)[O:12][C:13]=2[CH3:14])=[C:5]([O:29][CH3:30])[CH:4]=1.Cl.[C:32]([C:36]1[O:37][CH:38]=[C:39](/[CH:41]=[CH:42]/[C:43]2[C:44]([OH:54])=[N:45][N:46]([C:48]3[CH:53]=[CH:52][CH:51]=[CH:50][CH:49]=3)[CH:47]=2)[N:40]=1)([CH3:35])([CH3:34])[CH3:33].C(=O)([O-])[O-].[K+].[K+].CN(C)C=O, predict the reaction product. The product is: [C:32]([C:36]1[O:37][CH:38]=[C:39](/[CH:41]=[CH:42]/[C:43]2[C:44]([O:54][CH2:2][C:3]3[CH:28]=[CH:27][C:6]([O:7][CH2:8][C:9]4[N:10]=[C:11]([C:15]5[CH:20]=[CH:19][C:18]([CH2:21][C:22]([O:24][CH2:25][CH3:26])=[O:23])=[CH:17][CH:16]=5)[O:12][C:13]=4[CH3:14])=[C:5]([O:29][CH3:30])[CH:4]=3)=[N:45][N:46]([C:48]3[CH:53]=[CH:52][CH:51]=[CH:50][CH:49]=3)[CH:47]=2)[N:40]=1)([CH3:35])([CH3:33])[CH3:34]. (2) Given the reactants [C:1]([O:5][C:6]([N:8]1[CH2:12][CH2:11][CH2:10][C@H:9]1[C:13]([NH:15][NH:16][C:17](=[O:24])[C:18]1[CH:23]=[CH:22][CH:21]=[CH:20][CH:19]=1)=O)=[O:7])([CH3:4])([CH3:3])[CH3:2].CC[N+](S(N=C(OC)[O-])(=O)=O)(CC)CC, predict the reaction product. The product is: [C:1]([O:5][C:6]([N:8]1[CH2:12][CH2:11][CH2:10][C@H:9]1[C:13]1[O:24][C:17]([C:18]2[CH:19]=[CH:20][CH:21]=[CH:22][CH:23]=2)=[N:16][N:15]=1)=[O:7])([CH3:2])([CH3:3])[CH3:4]. (3) The product is: [CH2:27]([N:7]([C:1]1[CH:2]=[CH:3][CH:4]=[CH:5][CH:6]=1)[C:8]1[CH:13]=[CH:12][CH:11]=[CH:10][C:9]=1[NH:14][C:15]([C:17]1[CH:18]=[CH:19][C:20]([C:21]([O:23][CH3:24])=[O:22])=[CH:25][CH:26]=1)=[O:16])[CH3:28]. Given the reactants [C:1]1([NH:7][C:8]2[CH:13]=[CH:12][CH:11]=[CH:10][C:9]=2[NH:14][C:15]([C:17]2[CH:26]=[CH:25][C:20]([C:21]([O:23][CH3:24])=[O:22])=[CH:19][CH:18]=2)=[O:16])[CH:6]=[CH:5][CH:4]=[CH:3][CH:2]=1.[CH2:27]([Sn](Cl)(Cl)CCCC)[CH2:28]CC.C(=O)C.C1([SiH3])C=CC=CC=1, predict the reaction product. (4) Given the reactants [F:1][C:2]([F:22])([F:21])[C:3]1[CH:8]=[CH:7][C:6]([C:9]2[CH:14]=[CH:13][C:12]([CH:15](O)[CH2:16][CH2:17][CH2:18][CH3:19])=[CH:11][CH:10]=2)=[CH:5][CH:4]=1.S(Cl)([Cl:25])=O, predict the reaction product. The product is: [Cl:25][CH:15]([C:12]1[CH:13]=[CH:14][C:9]([C:6]2[CH:7]=[CH:8][C:3]([C:2]([F:22])([F:21])[F:1])=[CH:4][CH:5]=2)=[CH:10][CH:11]=1)[CH2:16][CH2:17][CH2:18][CH3:19]. (5) Given the reactants [OH:1][C:2]1[C:11]2[C:6](=[CH:7][CH:8]=[CH:9][C:10]=2[Cl:12])[N:5]([CH3:13])[C:4](=[O:14])[C:3]=1[C:15]([OH:17])=O.C1(C)C=CC=CC=1.[CH2:25]([NH:27][C:28]1[CH:33]=[CH:32][CH:31]=[CH:30][CH:29]=1)[CH3:26].S(Cl)(Cl)=O, predict the reaction product. The product is: [CH3:26][CH2:25][N:27]([C:15]([C:3]1[C:4](=[O:14])[N:5]([CH3:13])[C:6]2[CH:7]=[CH:8][CH:9]=[C:10]([Cl:12])[C:11]=2[C:2]=1[OH:1])=[O:17])[C:28]1[CH:29]=[CH:30][CH:31]=[CH:32][CH:33]=1. (6) The product is: [C:15]([SiH2:19][O:20][C:21]([CH3:32])([CH3:31])[C:22]1[CH:23]=[C:24]([CH:27]=[CH:28][C:29]=1[Cl:30])[CH2:25][NH:26][C:1](=[O:4])[CH2:2][CH3:3])([CH3:18])([CH3:16])[CH3:17]. Given the reactants [C:1](Cl)(=[O:4])[CH2:2][CH3:3].CCN(C(C)C)C(C)C.[C:15]([SiH2:19][O:20][C:21]([CH3:32])([CH3:31])[C:22]1[CH:23]=[C:24]([CH:27]=[CH:28][C:29]=1[Cl:30])[CH2:25][NH2:26])([CH3:18])([CH3:17])[CH3:16], predict the reaction product. (7) Given the reactants C([O:8][C:9]([C@@H:11]1[CH2:16][C@@H:15]2[C@@H:13]([CH2:14]2)[N:12]1[C:17](=[O:31])[CH2:18][N:19]1[C:23]2=[CH:24][N:25]=[CH:26][CH:27]=[C:22]2[C:21]([C:28](=[O:30])[CH3:29])=[N:20]1)=[O:10])C1C=CC=CC=1, predict the reaction product. The product is: [C:28]([C:21]1[C:22]2[C:23](=[CH:24][N:25]=[CH:26][CH:27]=2)[N:19]([CH2:18][C:17]([N:12]2[C@H:11]([C:9]([OH:10])=[O:8])[CH2:16][C@@H:15]3[C@H:13]2[CH2:14]3)=[O:31])[N:20]=1)(=[O:30])[CH3:29].